From a dataset of Forward reaction prediction with 1.9M reactions from USPTO patents (1976-2016). Predict the product of the given reaction. (1) Given the reactants C[O:2][C:3](=[O:20])[CH:4]([O:15][CH2:16][CH2:17][CH:18]=[CH2:19])[CH2:5][C:6]1[CH:7]=[C:8]2[C:12](=[CH:13][CH:14]=1)[NH:11][CH:10]=[CH:9]2.Cl[CH2:22][C:23]1[N:24]=[C:25]([C:29]2[CH:34]=[CH:33][C:32]([C:35]([F:38])([F:37])[F:36])=[CH:31][CH:30]=2)[O:26][C:27]=1[CH3:28], predict the reaction product. The product is: [CH2:16]([O:15][CH:4]([CH2:5][C:6]1[CH:7]=[C:8]2[C:12](=[CH:13][CH:14]=1)[N:11]([CH2:22][C:23]1[N:24]=[C:25]([C:29]3[CH:30]=[CH:31][C:32]([C:35]([F:38])([F:37])[F:36])=[CH:33][CH:34]=3)[O:26][C:27]=1[CH3:28])[CH:10]=[CH:9]2)[C:3]([OH:2])=[O:20])[CH2:17][CH:18]=[CH2:19]. (2) Given the reactants [CH3:1][N:2]([C@@H:12]([C:24](=[O:39])[N:25]([CH3:38])[C@@H:26]([C:34](=[O:37])[NH:35][CH3:36])[CH2:27][C:28]1[CH:33]=[CH:32][CH:31]=[CH:30][CH:29]=1)[CH2:13][C:14]1[CH:23]=[CH:22][C:21]2[C:16](=[CH:17][CH:18]=[CH:19][CH:20]=2)[CH:15]=1)[C:3](=[O:11])/[CH:4]=[CH:5]/[CH2:6][C:7]([NH2:10])([CH3:9])[CH3:8].C(O)(=O)C.[Si:44]([O:51][C@H:52]([CH3:55])[CH:53]=O)([C:47]([CH3:50])([CH3:49])[CH3:48])([CH3:46])[CH3:45].C([BH3-])#N.[Na+], predict the reaction product. The product is: [Si:44]([O:51][C@H:52]([CH3:55])[CH2:53][NH:10][C:7]([CH3:8])([CH3:9])[CH2:6]/[CH:5]=[CH:4]/[C:3]([N:2]([C@H:12]([CH2:13][C:14]1[CH:23]=[CH:22][C:21]2[C:16](=[CH:17][CH:18]=[CH:19][CH:20]=2)[CH:15]=1)[C:24]([N:25]([C@H:26]([CH2:27][C:28]1[CH:33]=[CH:32][CH:31]=[CH:30][CH:29]=1)[C:34]([NH:35][CH3:36])=[O:37])[CH3:38])=[O:39])[CH3:1])=[O:11])([C:47]([CH3:48])([CH3:49])[CH3:50])([CH3:46])[CH3:45]. (3) Given the reactants [F:1][C:2]1[CH:7]=[CH:6][C:5]([CH:8]2[O:12][C:11](=[O:13])[NH:10][CH:9]2[CH2:14][C:15]2[CH:20]=[CH:19][C:18]([C:21]([F:24])([F:23])[F:22])=[CH:17][CH:16]=2)=[CH:4][CH:3]=1.[C:25](O[C:25]([O:27][C:28]([CH3:31])([CH3:30])[CH3:29])=[O:26])([O:27][C:28]([CH3:31])([CH3:30])[CH3:29])=[O:26], predict the reaction product. The product is: [F:1][C:2]1[CH:7]=[CH:6][C:5]([CH:8]2[O:12][C:11](=[O:13])[N:10]([C:25]([O:27][C:28]([CH3:31])([CH3:30])[CH3:29])=[O:26])[CH:9]2[CH2:14][C:15]2[CH:20]=[CH:19][C:18]([C:21]([F:22])([F:24])[F:23])=[CH:17][CH:16]=2)=[CH:4][CH:3]=1. (4) Given the reactants [C:1]([CH:3]1[C:16]2[CH:15]=[CH:14][CH:13]=[CH:12][C:11]=2[C:10]([CH3:18])([CH3:17])[C:9]2[C:4]1=[CH:5][CH:6]=[CH:7][CH:8]=2)#[N:2].[O-]CC.[Na+].Br[CH2:24][C:25]([O:27][CH2:28][CH3:29])=[O:26], predict the reaction product. The product is: [CH2:28]([O:27][C:25](=[O:26])[CH2:24][C:3]1([C:1]#[N:2])[C:16]2[CH:15]=[CH:14][CH:13]=[CH:12][C:11]=2[C:10]([CH3:18])([CH3:17])[C:9]2[C:4]1=[CH:5][CH:6]=[CH:7][CH:8]=2)[CH3:29]. (5) Given the reactants [CH3:1][O:2][C:3]1[CH:8]=[CH:7][C:6]([C:9]([NH:24][C:25]2[O:26][C:27]([CH3:43])([CH3:42])[C:28]([F:41])([F:40])[C@:29]([C:32]3[CH:37]=[C:36](Br)[CH:35]=[CH:34][C:33]=3[F:39])([CH3:31])[N:30]=2)([C:16]2[CH:21]=[CH:20][C:19]([O:22][CH3:23])=[CH:18][CH:17]=2)[C:10]2[CH:15]=[CH:14][CH:13]=[CH:12][CH:11]=2)=[CH:5][CH:4]=1.[NH2:44][C:45]1[CH:52]=[CH:51][CH:50]=[CH:49][C:46]=1[C:47]#[N:48], predict the reaction product. The product is: [CH3:1][O:2][C:3]1[CH:8]=[CH:7][C:6]([C:9]([NH:24][C:25]2[O:26][C:27]([CH3:43])([CH3:42])[C:28]([F:41])([F:40])[C@:29]([C:32]3[CH:37]=[C:36]([NH:44][C:45]4[CH:52]=[CH:51][CH:50]=[CH:49][C:46]=4[C:47]#[N:48])[CH:35]=[CH:34][C:33]=3[F:39])([CH3:31])[N:30]=2)([C:16]2[CH:21]=[CH:20][C:19]([O:22][CH3:23])=[CH:18][CH:17]=2)[C:10]2[CH:15]=[CH:14][CH:13]=[CH:12][CH:11]=2)=[CH:5][CH:4]=1. (6) Given the reactants [Cl:1][C:2]1[CH:7]=[CH:6][CH:5]=[CH:4][C:3]=1[C:8]1[O:9][C:10]2[C:15]([C:16](=[O:18])[CH:17]=1)=[C:14]([OH:19])[CH:13]=[C:12]([OH:20])[C:11]=2[C@@H:21]1[CH2:25][CH2:24][N:23]([CH3:26])[C@H:22]1[CH2:27][OH:28].Cl, predict the reaction product. The product is: [ClH:1].[Cl:1][C:2]1[CH:7]=[CH:6][CH:5]=[CH:4][C:3]=1[C:8]1[O:9][C:10]2[C:15]([C:16](=[O:18])[CH:17]=1)=[C:14]([OH:19])[CH:13]=[C:12]([OH:20])[C:11]=2[C@@H:21]1[CH2:25][CH2:24][N:23]([CH3:26])[C@H:22]1[CH2:27][OH:28].